This data is from Full USPTO retrosynthesis dataset with 1.9M reactions from patents (1976-2016). The task is: Predict the reactants needed to synthesize the given product. (1) The reactants are: [Cl:1][C:2]1[CH:3]=[C:4]([NH:9][C:10]([N:12]2[CH2:17][CH2:16][N:15]([C:18]([CH:20]3[O:25][CH2:24][CH2:23][N:22](C(OC(C)(C)C)=O)[CH2:21]3)=[O:19])[CH2:14][CH2:13]2)=[O:11])[CH:5]=[CH:6][C:7]=1[Cl:8]. Given the product [Cl:1][C:2]1[CH:3]=[C:4]([NH:9][C:10]([N:12]2[CH2:17][CH2:16][N:15]([C:18]([CH:20]3[O:25][CH2:24][CH2:23][NH:22][CH2:21]3)=[O:19])[CH2:14][CH2:13]2)=[O:11])[CH:5]=[CH:6][C:7]=1[Cl:8], predict the reactants needed to synthesize it. (2) Given the product [F:29][C:30]([F:36])([F:35])[C:31]1([NH:34][C:10]([C:12]2[CH:17]=[CH:16][C:15]([N:18]3[CH2:21][C:20]([F:23])([F:22])[CH2:19]3)=[C:14]([O:24][CH2:25][CH:26]3[CH2:28][CH2:27]3)[N:13]=2)=[O:11])[CH2:33][CH2:32]1, predict the reactants needed to synthesize it. The reactants are: CC(N[C:10]([C:12]1[CH:17]=[CH:16][C:15]([N:18]2[CH2:21][C:20]([F:23])([F:22])[CH2:19]2)=[C:14]([O:24][CH2:25][CH:26]2[CH2:28][CH2:27]2)[N:13]=1)=[O:11])(C1SC=CN=1)C.[F:29][C:30]([F:36])([F:35])[C:31]1([NH2:34])[CH2:33][CH2:32]1. (3) Given the product [CH:1]1[C:10]2[C:5](=[CH:6][C:7]([C:11]3[S:15][C:14]([NH:16][CH2:17][C@@H:45]4[C@H:38]([C:35]5[CH:36]=[CH:37][C:32]([C:31]([F:30])([F:48])[F:49])=[CH:33][CH:34]=5)[CH2:39][CH2:40][NH:41]4)=[N:13][N:12]=3)=[CH:8][CH:9]=2)[CH:4]=[CH:3][N:2]=1, predict the reactants needed to synthesize it. The reactants are: [CH:1]1[C:10]2[C:5](=[CH:6][C:7]([C:11]3[S:15][C:14]([NH:16][C:17](=O)OC(C)(C)C)=[N:13][N:12]=3)=[CH:8][CH:9]=2)[CH:4]=[CH:3][N:2]=1.C(=O)([O-])[O-].[Cs+].[Cs+].[F:30][C:31]([F:49])([F:48])[C:32]1[CH:37]=[CH:36][C:35]([C@H:38]2[C@@H:45]3[N:41](S(=O)(=O)OC3)[CH2:40][CH2:39]2)=[CH:34][CH:33]=1.